Dataset: Reaction yield outcomes from USPTO patents with 853,638 reactions. Task: Predict the reaction yield, written as a fraction of the theoretical maximum amount of product (1.0 means a 100% yield; for example, 0.34 means a 34% yield). The reactants are C[O:2][C:3]1[N:8]=[C:7]([CH2:9][CH2:10][NH2:11])[CH:6]=[CH:5][CH:4]=1.[ClH:12].COC1CCCC1.[C:20]([O:24][CH2:25][CH3:26])(=[O:23])[CH:21]=O.C1(C)C=CC=CC=1. The catalyst is CCO. The product is [ClH:12].[OH:2][C:3]1[CH:4]=[CH:5][C:6]2[CH:21]([C:20]([O:24][CH2:25][CH3:26])=[O:23])[NH:11][CH2:10][CH2:9][C:7]=2[N:8]=1. The yield is 0.820.